Dataset: Full USPTO retrosynthesis dataset with 1.9M reactions from patents (1976-2016). Task: Predict the reactants needed to synthesize the given product. (1) Given the product [CH3:1][C:2]1[C:8]([CH3:9])=[CH:7][CH:6]=[CH:5][C:3]=1[NH:4][C:42](=[O:43])[C:41]1[CH:45]=[CH:46][CH:47]=[CH:48][C:40]=1[CH2:39][N:20]1[C:21]2[C:26](=[CH:25][CH:24]=[CH:23][CH:22]=2)[C:27]2([CH2:31][O:30][C:29]3[CH:32]=[C:33]4[C:37](=[CH:38][C:28]2=3)[CH2:36][CH2:35][O:34]4)[C:19]1=[O:18], predict the reactants needed to synthesize it. The reactants are: [CH3:1][C:2]1[C:8]([CH3:9])=[CH:7][CH:6]=[CH:5][C:3]=1[NH2:4].C1(CN)CCCCC1.[O:18]=[C:19]1[C:27]2([CH2:31][O:30][C:29]3[CH:32]=[C:33]4[C:37](=[CH:38][C:28]2=3)[CH2:36][CH2:35][O:34]4)[C:26]2[C:21](=[CH:22][CH:23]=[CH:24][CH:25]=2)[N:20]1[CH2:39][C:40]1[CH:48]=[CH:47][CH:46]=[CH:45][C:41]=1[C:42](O)=[O:43].O=C1C2(COC3C=C4C(=CC2=3)CCO4)C2C(=CC=CC=2)N1CC1C=C(C=CC=1)C(O)=O. (2) Given the product [Cl:8][C:6]1[CH:7]=[C:2]([NH2:1])[CH:3]=[C:4]([Cl:10])[C:5]=1[S:9][C:15]1[N:14]=[N:13][C:12]([Cl:11])=[C:17]([CH:18]([CH3:20])[CH3:19])[CH:16]=1, predict the reactants needed to synthesize it. The reactants are: [NH2:1][C:2]1[CH:7]=[C:6]([Cl:8])[C:5]([SH:9])=[C:4]([Cl:10])[CH:3]=1.[Cl:11][C:12]1[N:13]=[N:14][C:15](Cl)=[CH:16][C:17]=1[CH:18]([CH3:20])[CH3:19].C(=O)([O-])[O-].[K+].[K+].Cl. (3) Given the product [CH2:1]([O:9][C:10]1[CH:17]=[CH:16][C:13]([CH2:14][NH:25][CH2:24][C:23]2[CH:22]=[CH:21][C:20]([C:19]([F:18])([F:28])[F:29])=[CH:27][CH:26]=2)=[CH:12][CH:11]=1)[CH2:2][CH2:3][CH2:4][CH2:5][CH2:6][CH2:7][CH3:8], predict the reactants needed to synthesize it. The reactants are: [CH2:1]([O:9][C:10]1[CH:17]=[CH:16][C:13]([CH:14]=O)=[CH:12][CH:11]=1)[CH2:2][CH2:3][CH2:4][CH2:5][CH2:6][CH2:7][CH3:8].[F:18][C:19]([F:29])([F:28])[C:20]1[CH:27]=[CH:26][C:23]([CH2:24][NH2:25])=[CH:22][CH:21]=1. (4) Given the product [Cl:41][C:14]1[CH:13]=[C:12]([C@@H:10]2[CH2:11][N:7]([CH:1]3[CH2:6][CH2:5][CH2:4][CH2:3]3)[C:8](=[O:24])[N:9]2[CH:18]2[CH2:23][CH2:22][NH:21][CH2:20][CH2:19]2)[CH:17]=[CH:16][CH:15]=1, predict the reactants needed to synthesize it. The reactants are: [CH:1]1([N:7]2[CH2:11][C@@H:10]([C:12]3[CH:17]=[CH:16][CH:15]=[CH:14][CH:13]=3)[N:9]([CH:18]3[CH2:23][CH2:22][NH:21][CH2:20][CH2:19]3)[C:8]2=[O:24])[CH2:6][CH2:5][CH2:4][CH2:3]C1.C(OC(=O)N[C@H](C1C=CC=C([Cl:41])C=1)CN)(C)(C)C.C(OC(=O)NC(C1C=CC=CC=1)CN)(C)(C)C.C1(=O)CCCC1.C1(=O)CCCCC1. (5) Given the product [C:25]([N:29]([CH3:30])[C:17]([C:16]1[C:12]2[CH2:11][O:10][C:5]3[CH:6]=[C:7]([O:8][CH3:9])[C:2]([Br:1])=[CH:3][C:4]=3[C:13]=2[N:14]([C:20]2[CH:24]=[CH:23][S:22][CH:21]=2)[N:15]=1)=[O:18])([CH3:28])([CH3:27])[CH3:26], predict the reactants needed to synthesize it. The reactants are: [Br:1][C:2]1[C:7]([O:8][CH3:9])=[CH:6][C:5]2[O:10][CH2:11][C:12]3[C:16]([C:17](O)=[O:18])=[N:15][N:14]([C:20]4[CH:24]=[CH:23][S:22][CH:21]=4)[C:13]=3[C:4]=2[CH:3]=1.[C:25]([NH:29][CH3:30])([CH3:28])([CH3:27])[CH3:26].CN(C(ON1N=NC2C=CC=NC1=2)=[N+](C)C)C.F[P-](F)(F)(F)(F)F.C(N(C(C)C)CC)(C)C. (6) Given the product [CH3:31][C:30]([CH3:32])([CH3:33])[C:29]([O:28][NH:27][C@@H:26]1[C:35](=[O:36])[NH:11][C:12]2[CH:17]=[CH:16][CH:15]=[C:14]([C:18]3[CH:23]=[CH:22][CH:21]=[CH:20][CH:19]=3)[C:13]=2[S:24][CH2:25]1)=[O:34], predict the reactants needed to synthesize it. The reactants are: C(P(=O)(OCC)OCC)#N.[NH2:11][C:12]1[C:13]([S:24][CH2:25][C@@H:26]([C:35](O)=[O:36])[NH:27][O:28][C:29](=[O:34])[C:30]([CH3:33])([CH3:32])[CH3:31])=[C:14]([C:18]2[CH:23]=[CH:22][CH:21]=[CH:20][CH:19]=2)[CH:15]=[CH:16][CH:17]=1.CN(C=O)C. (7) The reactants are: Cl[CH2:2][CH2:3][CH2:4][NH:5][C:6]([O:8][C@@H:9]1[CH2:14][CH2:13][CH2:12][N:11]([C:15]([O:17][C:18]([CH3:21])([CH3:20])[CH3:19])=[O:16])[CH2:10]1)=[O:7].[CH3:22][NH:23][CH3:24]. Given the product [CH3:22][N:23]([CH3:24])[CH2:2][CH2:3][CH2:4][NH:5][C:6]([O:8][C@@H:9]1[CH2:14][CH2:13][CH2:12][N:11]([C:15]([O:17][C:18]([CH3:21])([CH3:20])[CH3:19])=[O:16])[CH2:10]1)=[O:7], predict the reactants needed to synthesize it. (8) Given the product [CH3:1][O:17][C:16]([C:8]1[O:7][C:15]2[CH:14]=[CH:13][N:12]=[CH:11][C:10]=2[CH:9]=1)=[O:18], predict the reactants needed to synthesize it. The reactants are: [C:1](Cl)(C(Cl)=O)=O.[O:7]1[C:15]2[CH:14]=[CH:13][N:12]=[CH:11][C:10]=2[CH:9]=[C:8]1[C:16]([OH:18])=[O:17].